Dataset: Full USPTO retrosynthesis dataset with 1.9M reactions from patents (1976-2016). Task: Predict the reactants needed to synthesize the given product. (1) Given the product [NH2:32][C:33]1[CH:38]=[C:37]([C:2]2[S:3][C:4]([C@@H:7]3[CH2:9][C@H:8]3[N:10]([CH:18]3[CH2:23][CH2:22][CH:21]([NH:24][C:25]([O:27][C:28]([CH3:31])([CH3:30])[CH3:29])=[O:26])[CH2:20][CH2:19]3)[C:11](=[O:17])[O:12][C:13]([CH3:16])([CH3:15])[CH3:14])=[CH:5][N:6]=2)[CH:36]=[CH:35][CH:34]=1, predict the reactants needed to synthesize it. The reactants are: Br[C:2]1[S:3][C:4]([C@@H:7]2[CH2:9][C@H:8]2[N:10]([CH:18]2[CH2:23][CH2:22][CH:21]([NH:24][C:25]([O:27][C:28]([CH3:31])([CH3:30])[CH3:29])=[O:26])[CH2:20][CH2:19]2)[C:11](=[O:17])[O:12][C:13]([CH3:16])([CH3:15])[CH3:14])=[CH:5][N:6]=1.[NH2:32][C:33]1[CH:34]=[C:35](B(O)O)[CH:36]=[CH:37][CH:38]=1.C([O-])([O-])=O.[K+].[K+].O. (2) Given the product [NH2:11][C@H:12]1[CH2:17][CH2:16][N:15]([C:18]2[O:19][CH:20]=[C:21]([C:23]([O:25][CH2:26][CH3:27])=[O:24])[N:22]=2)[CH2:14][C@H:13]1[O:28][CH3:29], predict the reactants needed to synthesize it. The reactants are: C(OC([NH:11][C@H:12]1[CH2:17][CH2:16][N:15]([C:18]2[O:19][CH:20]=[C:21]([C:23]([O:25][CH2:26][CH3:27])=[O:24])[N:22]=2)[CH2:14][C@H:13]1[O:28][CH3:29])=O)C1C=CC=CC=1. (3) The reactants are: [F:1][C:2]([F:7])([F:6])[C:3]([O-:5])=[O:4].COC1C=CC(C[N:15]2[C:19]3[N:20]=[CH:21][C:22]4[CH2:23][N:24]([C:28](=[O:37])[C@H:29]([C:31]5[CH:36]=[CH:35][CH:34]=[CH:33][CH:32]=5)[NH3+:30])[CH2:25][CH2:26][C:27]=4[C:18]=3[CH:17]=[N:16]2)=CC=1.FC(F)(F)C(O)=O. Given the product [F:1][C:2]([F:7])([F:6])[C:3]([O-:5])=[O:4].[CH:17]1[C:18]2[C:27]3[CH2:26][CH2:25][N:24]([C:28](=[O:37])[C@H:29]([C:31]4[CH:36]=[CH:35][CH:34]=[CH:33][CH:32]=4)[NH3+:30])[CH2:23][C:22]=3[CH:21]=[N:20][C:19]=2[NH:15][N:16]=1, predict the reactants needed to synthesize it. (4) Given the product [CH2:20]([NH:19][C:14]1[CH:29]=[N:30][CH:17]=[CH:18][C:13]=1[C:11]([NH:10][C:7]1[CH:6]=[CH:5][C:4]([O:3][CH2:1][CH3:2])=[CH:9][CH:8]=1)=[O:12])[C:21]1[CH:22]=[CH:27][CH:26]=[CH:25][CH:24]=1, predict the reactants needed to synthesize it. The reactants are: [CH2:1]([O:3][C:4]1[CH:9]=[CH:8][C:7]([NH:10][C:11]([C:13]2[C:14]([NH:19][CH2:20][CH2:21][C:22]3[CH:27]=[CH:26][CH:25]=[CH:24]C=3)=NC=[CH:17][CH:18]=2)=[O:12])=[CH:6][CH:5]=1)[CH3:2].Cl[C:29]1C(C(NC2C=CC(OCC)=CC=2)=O)=CC=C[N:30]=1.C(OC1C=CC(NC(C2C=CN=CC=2F)=O)=CC=1)C. (5) The reactants are: [F:1][C:2]1[CH:3]=[CH:4][CH:5]=[C:6]2[C:10]=1[N:9]([CH2:11][C:12]1[CH:17]=[CH:16][CH:15]=[C:14]([F:18])[CH:13]=1)[C:8](=[O:19])[C:7]2([CH3:21])[CH3:20].C([Li])CCC.Br[CH2:28][CH2:29][O:30][Si:31]([C:34]([CH3:37])([CH3:36])[CH3:35])([CH3:33])[CH3:32]. Given the product [Si:31]([O:30][CH2:29][CH2:28][CH:11]([N:9]1[C:10]2[C:6](=[CH:5][CH:4]=[CH:3][C:2]=2[F:1])[C:7]([CH3:21])([CH3:20])[C:8]1=[O:19])[C:12]1[CH:17]=[CH:16][CH:15]=[C:14]([F:18])[CH:13]=1)([C:34]([CH3:37])([CH3:36])[CH3:35])([CH3:33])[CH3:32], predict the reactants needed to synthesize it.